This data is from NCI-60 drug combinations with 297,098 pairs across 59 cell lines. The task is: Regression. Given two drug SMILES strings and cell line genomic features, predict the synergy score measuring deviation from expected non-interaction effect. (1) Drug 1: CC1=C(C=C(C=C1)NC(=O)C2=CC=C(C=C2)CN3CCN(CC3)C)NC4=NC=CC(=N4)C5=CN=CC=C5. Drug 2: COC1=C2C(=CC3=C1OC=C3)C=CC(=O)O2. Cell line: HL-60(TB). Synergy scores: CSS=-8.12, Synergy_ZIP=4.93, Synergy_Bliss=6.12, Synergy_Loewe=-8.95, Synergy_HSA=-6.96. (2) Drug 1: C1=CC(=CC=C1CC(C(=O)O)N)N(CCCl)CCCl.Cl. Drug 2: CC1CCC2CC(C(=CC=CC=CC(CC(C(=O)C(C(C(=CC(C(=O)CC(OC(=O)C3CCCCN3C(=O)C(=O)C1(O2)O)C(C)CC4CCC(C(C4)OC)OCCO)C)C)O)OC)C)C)C)OC. Cell line: MALME-3M. Synergy scores: CSS=28.5, Synergy_ZIP=-1.90, Synergy_Bliss=-0.262, Synergy_Loewe=-2.59, Synergy_HSA=2.47. (3) Drug 1: CCCCC(=O)OCC(=O)C1(CC(C2=C(C1)C(=C3C(=C2O)C(=O)C4=C(C3=O)C=CC=C4OC)O)OC5CC(C(C(O5)C)O)NC(=O)C(F)(F)F)O. Drug 2: C#CCC(CC1=CN=C2C(=N1)C(=NC(=N2)N)N)C3=CC=C(C=C3)C(=O)NC(CCC(=O)O)C(=O)O. Cell line: SK-OV-3. Synergy scores: CSS=32.4, Synergy_ZIP=0.187, Synergy_Bliss=3.84, Synergy_Loewe=3.41, Synergy_HSA=3.14. (4) Drug 1: C1CC(C1)(C(=O)O)C(=O)O.[NH2-].[NH2-].[Pt+2]. Drug 2: CC1CCC2CC(C(=CC=CC=CC(CC(C(=O)C(C(C(=CC(C(=O)CC(OC(=O)C3CCCCN3C(=O)C(=O)C1(O2)O)C(C)CC4CCC(C(C4)OC)OP(=O)(C)C)C)C)O)OC)C)C)C)OC. Cell line: HCT116. Synergy scores: CSS=4.94, Synergy_ZIP=2.53, Synergy_Bliss=4.80, Synergy_Loewe=5.22, Synergy_HSA=5.16. (5) Cell line: OVCAR-4. Drug 2: C1=CC=C(C=C1)NC(=O)CCCCCCC(=O)NO. Drug 1: C1=NC(=NC(=O)N1C2C(C(C(O2)CO)O)O)N. Synergy scores: CSS=20.2, Synergy_ZIP=-6.28, Synergy_Bliss=-0.0357, Synergy_Loewe=-7.50, Synergy_HSA=-0.209.